From a dataset of CYP2C19 inhibition data for predicting drug metabolism from PubChem BioAssay. Regression/Classification. Given a drug SMILES string, predict its absorption, distribution, metabolism, or excretion properties. Task type varies by dataset: regression for continuous measurements (e.g., permeability, clearance, half-life) or binary classification for categorical outcomes (e.g., BBB penetration, CYP inhibition). Dataset: cyp2c19_veith. (1) The compound is CC(C)[C@H](N)c1nnc(SC/C=C/c2ccccc2)o1.Cl. The result is 1 (inhibitor). (2) The compound is COc1ccc(COC(=O)N/N=C2/C[C@@H](O)[C@@H](O)[C@H]3[C@H]2CC[C@H]2C(=O)N(c4ccc(F)cc4F)C(=O)[C@H]32)cc1. The result is 0 (non-inhibitor). (3) The molecule is COc1ccc(-n2c(=S)[nH]c3cc(C(=O)NCCCN4CCCC4=O)ccc3c2=O)cc1. The result is 1 (inhibitor). (4) The molecule is Cc1cc(C)nc(SCC(=O)Nc2ccccc2[N+](=O)[O-])n1. The result is 1 (inhibitor). (5) The drug is O=C(Nc1cccc2ccccc12)c1cn(-c2ccccc2)nc1-c1cccs1. The result is 1 (inhibitor). (6) The molecule is O=C(COC(=O)c1cccc(S(=O)(=O)N2CCN(c3ccccc3)CC2)c1)NCc1ccco1. The result is 1 (inhibitor). (7) The molecule is O=C(NC1(C(F)(F)F)C(=O)Nc2c1c(=O)[nH]c(=O)n2Cc1ccccc1)c1ccc(Cl)cc1Cl. The result is 1 (inhibitor). (8) The drug is N[C@H](CCP(=O)(O)O)C(=O)O. The result is 0 (non-inhibitor).